This data is from Full USPTO retrosynthesis dataset with 1.9M reactions from patents (1976-2016). The task is: Predict the reactants needed to synthesize the given product. Given the product [OH:37][C@@H:36]([C:38]1[CH:43]=[CH:42][CH:41]=[CH:40][CH:39]=1)[CH2:35][NH:34][C:16]([C@@H:9]1[CH2:10][C:11](=[N:13][O:14][CH3:15])[CH2:12][N:8]1[C:6](=[O:7])[C:28]1[CH:27]=[CH:26][C:25]([C:21]2[CH:20]=[N:19][CH:24]=[CH:23][CH:22]=2)=[CH:33][CH:32]=1)=[O:18], predict the reactants needed to synthesize it. The reactants are: C(O[C:6]([N:8]1[CH2:12][C:11](=[N:13][O:14][CH3:15])[CH2:10][C@H:9]1[C:16]([OH:18])=O)=[O:7])(C)(C)C.[N:19]1[CH:24]=[CH:23][CH:22]=[C:21]([C:25]2[CH:33]=[CH:32][C:28](C(O)=O)=[CH:27][CH:26]=2)[CH:20]=1.[NH2:34][CH2:35][C@H:36]([C:38]1[CH:43]=[CH:42][CH:41]=[CH:40][CH:39]=1)[OH:37].